From a dataset of Forward reaction prediction with 1.9M reactions from USPTO patents (1976-2016). Predict the product of the given reaction. (1) Given the reactants [CH3:1][C:2]1([C:7]2[N:8]=[C:9]([CH2:12][N:13]3[N:17]=[C:16]([NH2:18])[CH:15]=[N:14]3)[S:10][CH:11]=2)[O:6]CCO1.[F:19][C:20]([F:34])([F:33])[O:21][C:22]1[CH:23]=[C:24](/[CH:28]=[CH:29]/[C:30](O)=[O:31])[CH:25]=[CH:26][CH:27]=1, predict the reaction product. The product is: [C:2]([C:7]1[N:8]=[C:9]([CH2:12][N:13]2[N:17]=[C:16]([NH:18][C:30](=[O:31])/[CH:29]=[CH:28]/[C:24]3[CH:25]=[CH:26][CH:27]=[C:22]([O:21][C:20]([F:33])([F:34])[F:19])[CH:23]=3)[CH:15]=[N:14]2)[S:10][CH:11]=1)(=[O:6])[CH3:1]. (2) Given the reactants Cl[CH2:2][C:3]1[O:4][C:5](=[O:9])[O:6][C:7]=1[CH3:8].[Cl:10][C:11]1[S:15][C:14]([C:16]2[O:20][N:19]=[C:18]([CH2:21][N:22]3[C:30]4[CH:29]=[CH:28][CH:27]=[C:26]([C:31]([OH:33])=[O:32])[C:25]=4[CH:24]=[C:23]3[C:34](=[O:45])[NH:35][CH:36]3[CH2:41][CH2:40][N:39]([CH:42]([CH3:44])[CH3:43])[CH2:38][CH2:37]3)[CH:17]=2)=[CH:13][CH:12]=1.ClC1C=CC(NC(CN2C3C=CC=C(C(O)=O)C=3C=C2C(=O)NC2CCN(C(C)C)CC2)=O)=NC=1, predict the reaction product. The product is: [CH3:8][C:7]1[O:6][C:5](=[O:9])[O:4][C:3]=1[CH2:2][O:33][C:31]([C:26]1[C:25]2[CH:24]=[C:23]([C:34](=[O:45])[NH:35][CH:36]3[CH2:41][CH2:40][N:39]([CH:42]([CH3:43])[CH3:44])[CH2:38][CH2:37]3)[N:22]([CH2:21][C:18]3[CH:17]=[C:16]([C:14]4[S:15][C:11]([Cl:10])=[CH:12][CH:13]=4)[O:20][N:19]=3)[C:30]=2[CH:29]=[CH:28][CH:27]=1)=[O:32]. (3) Given the reactants [NH2:1][CH2:2][C:3]([CH3:7])([CH3:6])[CH2:4][OH:5].C(N(CC)CC)C.Cl[C:16]([O:18][CH2:19][C:20]1[CH:25]=[CH:24][CH:23]=[CH:22][CH:21]=1)=[O:17], predict the reaction product. The product is: [OH:5][CH2:4][C:3]([CH3:7])([CH3:6])[CH2:2][NH:1][C:16](=[O:17])[O:18][CH2:19][C:20]1[CH:25]=[CH:24][CH:23]=[CH:22][CH:21]=1. (4) Given the reactants C(N(CC)CC)C.[NH:8]1[CH2:11][CH:10]([N:12]2[CH2:17][CH2:16][O:15][C@@H:14]([CH2:18][N:19]3[CH2:24][CH2:23][N:22]([C:25]([NH:27][C:28]4[CH:33]=[CH:32][C:31]([Cl:34])=[C:30]([Cl:35])[CH:29]=4)=[O:26])[CH2:21][CH2:20]3)[CH2:13]2)[CH2:9]1.[CH3:36][C:37](OC(C)=O)=[O:38], predict the reaction product. The product is: [C:37]([N:8]1[CH2:9][CH:10]([N:12]2[CH2:17][CH2:16][O:15][C@@H:14]([CH2:18][N:19]3[CH2:20][CH2:21][N:22]([C:25]([NH:27][C:28]4[CH:33]=[CH:32][C:31]([Cl:34])=[C:30]([Cl:35])[CH:29]=4)=[O:26])[CH2:23][CH2:24]3)[CH2:13]2)[CH2:11]1)(=[O:38])[CH3:36]. (5) Given the reactants [CH3:1][C:2]1[CH:11]=[CH:10][C:5]([C:6]([O:8]C)=[O:7])=[CH:4][C:3]=1[C:12]1[CH:13]=[C:14]2[C:19](=[CH:20][CH:21]=1)[N:18]=[CH:17][N:16]=[CH:15]2.O.[OH-].[Li+].O.Cl, predict the reaction product. The product is: [CH3:1][C:2]1[CH:11]=[CH:10][C:5]([C:6]([OH:8])=[O:7])=[CH:4][C:3]=1[C:12]1[CH:13]=[C:14]2[C:19](=[CH:20][CH:21]=1)[N:18]=[CH:17][N:16]=[CH:15]2. (6) Given the reactants [F:1][C:2]1[CH:3]=[C:4](B2OC(C)(C)C(C)(C)O2)[C:5]([O:8][CH3:9])=[N:6][CH:7]=1.Cl[C:20]1[CH:25]=[CH:24][C:23]([C:26]2[C:35]3[C:30](=[CH:31][C:32]([S:36]([NH:39][C:40]4[S:41][CH:42]=[N:43][N:44]=4)(=[O:38])=[O:37])=[CH:33][CH:34]=3)[CH:29]=[CH:28][N:27]=2)=[C:22]([O:45][CH3:46])[CH:21]=1.P([O-])([O-])([O-])=O.[K+].[K+].[K+].Cl, predict the reaction product. The product is: [F:1][C:2]1[CH:3]=[C:4]([C:20]2[CH:25]=[CH:24][C:23]([C:26]3[C:35]4[C:30](=[CH:31][C:32]([S:36]([NH:39][C:40]5[S:41][CH:42]=[N:43][N:44]=5)(=[O:37])=[O:38])=[CH:33][CH:34]=4)[CH:29]=[CH:28][N:27]=3)=[C:22]([O:45][CH3:46])[CH:21]=2)[C:5]([O:8][CH3:9])=[N:6][CH:7]=1.